Dataset: Full USPTO retrosynthesis dataset with 1.9M reactions from patents (1976-2016). Task: Predict the reactants needed to synthesize the given product. (1) Given the product [F:13][C:14]([F:18])([F:17])[CH2:15][NH:16][CH2:2][C:4]1[CH:5]=[C:6]([B:10]([OH:12])[OH:11])[CH:7]=[CH:8][CH:9]=1, predict the reactants needed to synthesize it. The reactants are: Cl.[CH:2]([C:4]1[CH:5]=[C:6]([B:10]([OH:12])[OH:11])[CH:7]=[CH:8][CH:9]=1)=O.[F:13][C:14]([F:18])([F:17])[CH2:15][NH2:16].C(O[BH-](OC(=O)C)OC(=O)C)(=O)C.[Na+]. (2) Given the product [F:1][C:2]1[CH:3]=[C:4]2[C:8](=[CH:9][CH:10]=1)[N:7]([CH2:12][C:13]([O:15][CH2:16][CH3:17])=[O:14])[N:6]=[CH:5]2, predict the reactants needed to synthesize it. The reactants are: [F:1][C:2]1[CH:3]=[C:4]2[C:8](=[CH:9][CH:10]=1)[NH:7][N:6]=[CH:5]2.Br[CH2:12][C:13]([O:15][CH2:16][CH3:17])=[O:14]. (3) Given the product [CH2:33]([O:32][C:30](=[O:31])[N:23]([N:12]1[C:11](=[O:28])[C:10]2[C:15](=[CH:16][C:17]([C:18]([F:20])([F:21])[F:19])=[C:8]([C:7]3[N:3]([CH2:1][CH3:2])[N:4]=[CH:5][CH:6]=3)[CH:9]=2)[NH:14][C:13]1=[O:22])[S:24]([CH3:27])(=[O:25])=[O:26])[CH2:34][CH2:35][CH3:36], predict the reactants needed to synthesize it. The reactants are: [CH2:1]([N:3]1[C:7]([C:8]2[CH:9]=[C:10]3[C:15](=[CH:16][C:17]=2[C:18]([F:21])([F:20])[F:19])[NH:14][C:13](=[O:22])[N:12]([NH:23][S:24]([CH3:27])(=[O:26])=[O:25])[C:11]3=[O:28])=[CH:6][CH:5]=[N:4]1)[CH3:2].Cl[C:30]([O:32][CH2:33][CH2:34][CH2:35][CH3:36])=[O:31]. (4) Given the product [F:27][C:24]([F:25])([F:26])[O:23][C:20]1[CH:21]=[CH:22][C:17]([S:14]([N:11]2[CH2:10][CH2:9][NH:8][CH2:13][CH2:12]2)(=[O:16])=[O:15])=[CH:18][CH:19]=1, predict the reactants needed to synthesize it. The reactants are: C(OC([N:8]1[CH2:13][CH2:12][N:11]([S:14]([C:17]2[CH:22]=[CH:21][C:20]([O:23][C:24]([F:27])([F:26])[F:25])=[CH:19][CH:18]=2)(=[O:16])=[O:15])[CH2:10][CH2:9]1)=O)(C)(C)C.C(O)(C(F)(F)F)=O. (5) Given the product [Cl:4][C:5]1[CH:10]=[CH:9][C:8]([C@@H:11]2[N:17]([C@@H:18]([C:20]3[CH:25]=[CH:24][C:23]([Cl:26])=[CH:22][CH:21]=3)[CH3:19])[C:16](=[O:27])[C:15]3[CH:28]=[C:29]([C:1]#[C:2][CH3:3])[CH:30]=[CH:31][C:14]=3[NH:13][C:12]2=[O:33])=[CH:7][CH:6]=1, predict the reactants needed to synthesize it. The reactants are: [CH:1]#[C:2][CH3:3].[Cl:4][C:5]1[CH:10]=[CH:9][C:8]([C@@H:11]2[N:17]([C@@H:18]([C:20]3[CH:25]=[CH:24][C:23]([Cl:26])=[CH:22][CH:21]=3)[CH3:19])[C:16](=[O:27])[C:15]3[CH:28]=[C:29](I)[CH:30]=[CH:31][C:14]=3[NH:13][C:12]2=[O:33])=[CH:7][CH:6]=1.C(N(CC)CC)C. (6) The reactants are: C[O:2][C:3](=O)[CH2:4][CH:5]([C:13]1[CH:21]=[C:20]2[C:16]([CH:17]=[CH:18][NH:19]2)=[CH:15][CH:14]=1)[C:6]1[CH:11]=[CH:10][C:9]([Cl:12])=[CH:8][CH:7]=1.[NH:23]1C2C(=CC=C(C(C3C=CC=CC=3OC)CC(NC)=O)C=2)C=[CH:24]1. Given the product [NH:19]1[C:20]2[C:16](=[CH:15][CH:14]=[C:13]([CH:5]([C:6]3[CH:7]=[CH:8][C:9]([Cl:12])=[CH:10][CH:11]=3)[CH2:4][C:3]([NH:23][CH3:24])=[O:2])[CH:21]=2)[CH:17]=[CH:18]1, predict the reactants needed to synthesize it. (7) Given the product [CH2:1]([O:3][C:4]1[CH:9]=[C:8]([N:14]2[CH2:19][CH2:18][NH:17][CH2:16][CH2:15]2)[CH:7]=[CH:6][C:5]=1[N+:11]([O-:13])=[O:12])[CH3:2], predict the reactants needed to synthesize it. The reactants are: [CH2:1]([O:3][C:4]1[CH:9]=[C:8](F)[CH:7]=[CH:6][C:5]=1[N+:11]([O-:13])=[O:12])[CH3:2].[NH:14]1[CH2:19][CH2:18][NH:17][CH2:16][CH2:15]1. (8) Given the product [CH:1]1([C@@H:7]2[CH2:12][CH2:11][C@H:10]([O:13][C:14]3[C:15]([I:34])=[C:16]4[C:21](=[CH:22][CH:23]=3)[CH:20]=[C:19]([C@:24]3([CH3:30])[CH2:28][O:27][C:26](=[O:29])[NH:25]3)[CH:18]=[CH:17]4)[CH2:9][CH2:8]2)[CH2:2][CH2:3][CH2:4][CH2:5][CH2:6]1, predict the reactants needed to synthesize it. The reactants are: [CH:1]1([C@@H:7]2[CH2:12][CH2:11][C@H:10]([O:13][C:14]3[CH:15]=[C:16]4[C:21](=[CH:22][CH:23]=3)[CH:20]=[C:19]([C@:24]3([CH3:30])[CH2:28][O:27][C:26](=[O:29])[NH:25]3)[CH:18]=[CH:17]4)[CH2:9][CH2:8]2)[CH2:6][CH2:5][CH2:4][CH2:3][CH2:2]1.C(Cl)Cl.[I:34]N1C(=O)CCC1=O. (9) Given the product [F:1][C:2]1[N:7]2[CH:8]=[C:9]([CH2:11][N:23]([C@H:21]([C:18]3[CH:19]=[CH:20][C:15]([O:14][CH3:13])=[CH:16][CH:17]=3)[CH3:22])[C@@H:24]3[C:33]4[N:32]=[CH:31][CH:30]=[CH:29][C:28]=4[CH2:27][CH2:26][CH2:25]3)[N:10]=[C:6]2[CH:5]=[CH:4][CH:3]=1, predict the reactants needed to synthesize it. The reactants are: [F:1][C:2]1[N:7]2[CH:8]=[C:9]([CH:11]=O)[N:10]=[C:6]2[CH:5]=[CH:4][CH:3]=1.[CH3:13][O:14][C:15]1[CH:20]=[CH:19][C:18]([C@@H:21]([NH:23][C@@H:24]2[C:33]3[N:32]=[CH:31][CH:30]=[CH:29][C:28]=3[CH2:27][CH2:26][CH2:25]2)[CH3:22])=[CH:17][CH:16]=1.C(O)(=O)C.C(O[BH-](OC(=O)C)OC(=O)C)(=O)C.[Na+]. (10) Given the product [C:51]([NH:55][NH:56][C:16]([C:9]1[C:10]2[CH2:11][C@H:12]3[CH2:15][C@H:13]3[C:14]=2[N:7]([C:2]2[CH:3]=[N:4][CH:5]=[CH:6][N:1]=2)[N:8]=1)=[O:18])([CH3:54])([CH3:53])[CH3:52], predict the reactants needed to synthesize it. The reactants are: [N:1]1[CH:6]=[CH:5][N:4]=[CH:3][C:2]=1[N:7]1[C:14]2[C@@H:13]3[CH2:15][C@@H:12]3[CH2:11][C:10]=2[C:9]([C:16]([OH:18])=O)=[N:8]1.CN(C(ON1N=NC2C=CC=NC1=2)=[N+](C)C)C.F[P-](F)(F)(F)(F)F.C(N(CC)CC)C.[Cl-].[C:51]([NH:55][NH3+:56])([CH3:54])([CH3:53])[CH3:52].